This data is from Full USPTO retrosynthesis dataset with 1.9M reactions from patents (1976-2016). The task is: Predict the reactants needed to synthesize the given product. Given the product [Cl:1][C:2]1[CH:3]=[C:4]([NH:9][C:10]2[CH:15]=[C:14]([NH:16][CH2:17][CH:18]3[CH2:19][CH2:20]3)[N:13]3[N:21]=[CH:22][C:23](/[CH:24]=[C:32]4/[C:30](=[O:31])[NH:29][C:27](=[O:28])[NH:26]/4)=[C:12]3[N:11]=2)[CH:5]=[CH:6][C:7]=1[F:8], predict the reactants needed to synthesize it. The reactants are: [Cl:1][C:2]1[CH:3]=[C:4]([NH:9][C:10]2[CH:15]=[C:14]([NH:16][CH2:17][CH:18]3[CH2:20][CH2:19]3)[N:13]3[N:21]=[CH:22][C:23]([CH:24]=O)=[C:12]3[N:11]=2)[CH:5]=[CH:6][C:7]=1[F:8].[NH:26]1[CH2:32][C:30](=[O:31])[NH:29][C:27]1=[O:28].N1CCCCC1.